This data is from Reaction yield outcomes from USPTO patents with 853,638 reactions. The task is: Predict the reaction yield, written as a fraction of the theoretical maximum amount of product (1.0 means a 100% yield; for example, 0.34 means a 34% yield). The reactants are [C:1]1([CH3:17])[CH:6]=[CH:5][C:4]([C:7]2[CH:16]=[CH:15][CH:14]=[CH:13][C:8]=2[C:9]([O:11]C)=[O:10])=[CH:3][CH:2]=1.[OH-].[Na+]. The catalyst is C(O)C. The product is [C:1]1([CH3:17])[CH:2]=[CH:3][C:4]([C:7]2[CH:16]=[CH:15][CH:14]=[CH:13][C:8]=2[C:9]([OH:11])=[O:10])=[CH:5][CH:6]=1. The yield is 1.00.